From a dataset of Reaction yield outcomes from USPTO patents with 853,638 reactions. Predict the reaction yield, written as a fraction of the theoretical maximum amount of product (1.0 means a 100% yield; for example, 0.34 means a 34% yield). (1) The reactants are II.[Br:3][C:4]1[CH:5]=[C:6]([C:10]([C:12]2[CH:17]=[CH:16][C:15]([O:18][CH:19]([F:21])[F:20])=[C:14]([Cl:22])[CH:13]=2)=[CH2:11])[CH:7]=[CH:8][CH:9]=1.N.[NH2:24][C:25]([NH2:27])=[O:26]. The catalyst is C(OCC)(=O)C.C(#N)C.[Ag]OC#N.ClCCl. The product is [Br:3][C:4]1[CH:5]=[C:6]([C:10]2([C:12]3[CH:17]=[CH:16][C:15]([O:18][CH:19]([F:20])[F:21])=[C:14]([Cl:22])[CH:13]=3)[CH2:11][O:26][C:25]([NH2:27])=[N:24]2)[CH:7]=[CH:8][CH:9]=1. The yield is 0.400. (2) The reactants are C[N:2]1[C:6]([CH3:7])=[CH:5][C:4]([NH:8][C:9]2[C:10](=[O:25])[N:11]([CH3:24])[CH:12]=[C:13](B3OC(C)(C)C(C)(C)O3)[CH:14]=2)=[N:3]1.[C:26]([O:29][CH2:30][C:31]1[C:32]([N:46]2[CH2:57][CH2:56][N:55]3[C:48](=[CH:49][C:50]4[CH2:51][C:52]([CH3:59])([CH3:58])[CH2:53][C:54]=43)[C:47]2=[O:60])=[N:33][CH:34]=[CH:35][C:36]=1B1OC(C)(C)C(C)(C)O1)(=[O:28])[CH3:27].[O-]P([O-])([O-])=O.[K+].[K+].[K+].C([O-])(=O)C.[Na+]. The catalyst is C1C=CC(P(C2C=CC=CC=2)[C-]2C=CC=C2)=CC=1.C1C=CC(P(C2C=CC=CC=2)[C-]2C=CC=C2)=CC=1.Cl[Pd]Cl.[Fe+2].O.C(#N)C. The product is [C:26]([O:29][CH2:30][C:31]1[C:32]([N:46]2[CH2:57][CH2:56][N:55]3[C:48](=[CH:49][C:50]4[CH2:51][C:52]([CH3:59])([CH3:58])[CH2:53][C:54]=43)[C:47]2=[O:60])=[N:33][CH:34]=[CH:35][C:36]=1[C:13]1[CH:14]=[C:9]([NH:8][C:4]2[CH:5]=[C:6]([CH3:7])[NH:2][N:3]=2)[C:10](=[O:25])[N:11]([CH3:24])[CH:12]=1)(=[O:28])[CH3:27]. The yield is 0.380. (3) The reactants are [N+:1]([C:4]1[CH:5]=[CH:6][CH:7]=[C:8]2[C:12]=1[NH:11]C(=O)[C:9]2=[O:14])([O-:3])=[O:2].OO.C(O)(=O)CC(CC(O)=O)(C(O)=O)[OH:20]. The product is [NH2:11][C:12]1[C:4]([N+:1]([O-:3])=[O:2])=[CH:5][CH:6]=[CH:7][C:8]=1[C:9]([OH:14])=[O:20]. The catalyst is [OH-].[Na+]. The yield is 0.700. (4) The reactants are Br[C:2]1[C:3]([F:23])=[C:4]([N:8]2[CH:13]=[C:12]([O:14][CH3:15])[C:11](=[O:16])[C:10]([C:17]([N:19]([O:21][CH3:22])[CH3:20])=[O:18])=[N:9]2)[CH:5]=[CH:6][CH:7]=1.[CH3:24][N:25]1[CH:29]=[C:28](B2OC(C)(C)C(C)(C)O2)[CH:27]=[N:26]1.C([O-])([O-])=O.[Na+].[Na+]. The catalyst is COCCOC.O.C1C=CC([P]([Pd]([P](C2C=CC=CC=2)(C2C=CC=CC=2)C2C=CC=CC=2)([P](C2C=CC=CC=2)(C2C=CC=CC=2)C2C=CC=CC=2)[P](C2C=CC=CC=2)(C2C=CC=CC=2)C2C=CC=CC=2)(C2C=CC=CC=2)C2C=CC=CC=2)=CC=1. The product is [F:23][C:3]1[C:2]([C:28]2[CH:27]=[N:26][N:25]([CH3:24])[CH:29]=2)=[CH:7][CH:6]=[CH:5][C:4]=1[N:8]1[CH:13]=[C:12]([O:14][CH3:15])[C:11](=[O:16])[C:10]([C:17]([N:19]([O:21][CH3:22])[CH3:20])=[O:18])=[N:9]1. The yield is 0.690.